This data is from Full USPTO retrosynthesis dataset with 1.9M reactions from patents (1976-2016). The task is: Predict the reactants needed to synthesize the given product. (1) Given the product [CH2:1]([O:8][C:9]1[CH:18]=[C:17]([I:19])[CH:16]=[CH:15][C:10]=1[CH2:11][OH:12])[C:2]1[CH:3]=[CH:4][CH:5]=[CH:6][CH:7]=1, predict the reactants needed to synthesize it. The reactants are: [CH2:1]([O:8][C:9]1[CH:18]=[C:17]([I:19])[CH:16]=[CH:15][C:10]=1[C:11](OC)=[O:12])[C:2]1[CH:7]=[CH:6][CH:5]=[CH:4][CH:3]=1.CC(C[AlH]CC(C)C)C. (2) Given the product [Cl:1][C:2]1[CH:35]=[CH:34][CH:33]=[CH:32][C:3]=1[C:4]([NH:6][C:7](=[O:31])[NH:8][C:9]1[S:10][C:11]2[CH:17]=[C:16]([S:18]([CH2:21][CH2:22][NH:23][CH2:24][CH2:28][O:29][CH:37]([CH3:46])[CH3:38])(=[O:19])=[O:20])[CH:15]=[CH:14][C:12]=2[N:13]=1)=[O:5].[Cl:36][C:37]1[CH:46]=[CH:45][C:44]([N:47]2[CH:51]=[CH:52][C:53]([CH3:54])=[N:48]2)=[CH:43][C:38]=1[C:39]([O:41][CH3:42])=[O:40], predict the reactants needed to synthesize it. The reactants are: [Cl:1][C:2]1[CH:35]=[CH:34][CH:33]=[CH:32][C:3]=1[C:4]([NH:6][C:7](=[O:31])[NH:8][C:9]1[S:10][C:11]2[CH:17]=[C:16]([S:18]([CH2:21][CH2:22][N:23]3CCC[CH:24]3[CH2:28][O:29]C)(=[O:20])=[O:19])[CH:15]=[CH:14][C:12]=2[N:13]=1)=[O:5].[Cl:36][C:37]1[CH:46]=[CH:45][C:44]([NH:47][NH2:48])=[CH:43][C:38]=1[C:39]([O:41][CH3:42])=[O:40].CO[CH:51](OC)[CH2:52][C:53](=O)[CH3:54]. (3) Given the product [NH2:1][C:2]1[N:6]([C:7]2[CH:12]=[CH:11][C:10]([F:13])=[CH:9][CH:8]=2)[N:5]=[CH:4][C:3]=1[C:14]([NH:16][CH2:17][C:18]([CH2:20][NH:29][CH2:28][CH2:27][F:26])([OH:19])[C:21]([F:23])([F:22])[F:24])=[O:15], predict the reactants needed to synthesize it. The reactants are: [NH2:1][C:2]1[N:6]([C:7]2[CH:12]=[CH:11][C:10]([F:13])=[CH:9][CH:8]=2)[N:5]=[CH:4][C:3]=1[C:14]([NH:16][CH2:17][C:18]1([C:21]([F:24])([F:23])[F:22])[CH2:20][O:19]1)=[O:15].Cl.[F:26][CH2:27][CH2:28][NH2:29].C(N(CC)CC)C. (4) Given the product [C:1]([O:5][C:6]([N:8]1[CH2:9][CH2:10][CH:11]([N:14]([C:29]([O:31][CH2:32][C:33]2[CH:38]=[CH:37][CH:36]=[CH:35][CH:34]=2)=[O:30])[CH2:15][C:16]([O:18][CH2:19][CH3:20])=[O:17])[CH2:12][CH2:13]1)=[O:7])([CH3:4])([CH3:3])[CH3:2], predict the reactants needed to synthesize it. The reactants are: [C:1]([O:5][C:6]([N:8]1[CH2:13][CH2:12][CH:11]([NH:14][CH2:15][C:16]([O:18][CH2:19][CH3:20])=[O:17])[CH2:10][CH2:9]1)=[O:7])([CH3:4])([CH3:3])[CH3:2].C(N(CC)CC)C.Cl[C:29]([O:31][CH2:32][C:33]1[CH:38]=[CH:37][CH:36]=[CH:35][CH:34]=1)=[O:30].